Task: Predict the reactants needed to synthesize the given product.. Dataset: Full USPTO retrosynthesis dataset with 1.9M reactions from patents (1976-2016) Given the product [Cl:1][C:2]1[N:3]=[C:4]([CH3:30])[NH:5][C:6]=1[C:7]([NH:9][CH2:10][C:11]1[CH:16]=[CH:15][C:14]([CH:17]2[CH2:31][CH2:18]2)=[C:13]([O:19][C:20]2[CH:25]=[C:24]([C:26]#[N:27])[CH:23]=[C:22]([Cl:28])[CH:21]=2)[C:12]=1[F:29])=[O:8], predict the reactants needed to synthesize it. The reactants are: [Cl:1][C:2]1[N:3]=[C:4]([CH3:30])[NH:5][C:6]=1[C:7]([NH:9][CH2:10][C:11]1[CH:16]=[CH:15][C:14]([CH:17]=[CH2:18])=[C:13]([O:19][C:20]2[CH:25]=[C:24]([C:26]#[N:27])[CH:23]=[C:22]([Cl:28])[CH:21]=2)[C:12]=1[F:29])=[O:8].[CH2:31](OCC)C.